This data is from Forward reaction prediction with 1.9M reactions from USPTO patents (1976-2016). The task is: Predict the product of the given reaction. (1) Given the reactants C(N(CC)CC)C.[CH3:8][N:9]1[C:17]2[C:12](=[CH:13][CH:14]=[CH:15][CH:16]=2)[C:11]([CH:18]=[O:19])=[N:10]1.[CH:20](=[N:27][C:28]1[CH:29]=[C:30]([CH2:36][OH:37])[CH:31]=[C:32]([O:34][CH3:35])[CH:33]=1)[C:21]1[CH:26]=[CH:25][CH:24]=[CH:23][CH:22]=1, predict the reaction product. The product is: [OH:37][CH2:36][C:30]1[CH:29]=[C:28]([NH:27][CH:20]([C:21]2[CH:26]=[CH:25][CH:24]=[CH:23][CH:22]=2)[C:18]([C:11]2[C:12]3[C:17](=[CH:16][CH:15]=[CH:14][CH:13]=3)[N:9]([CH3:8])[N:10]=2)=[O:19])[CH:33]=[C:32]([O:34][CH3:35])[CH:31]=1. (2) Given the reactants [CH3:1][N:2]1[C:10]([NH2:11])=[C:9]2[C:4]([CH2:5][CH2:6][CH2:7][CH2:8]2)=[N:3]1.[C:12]([N:20]=[C:21]=[S:22])(=[O:19])[C:13]1[CH:18]=[CH:17][CH:16]=[CH:15][CH:14]=1, predict the reaction product. The product is: [CH3:1][N:2]1[C:10]([NH:11][C:21]([NH:20][C:12](=[O:19])[C:13]2[CH:14]=[CH:15][CH:16]=[CH:17][CH:18]=2)=[S:22])=[C:9]2[C:4]([CH2:5][CH2:6][CH2:7][CH2:8]2)=[N:3]1.